From a dataset of Full USPTO retrosynthesis dataset with 1.9M reactions from patents (1976-2016). Predict the reactants needed to synthesize the given product. (1) Given the product [CH3:1][O:2][C:3]1[CH:4]=[C:5]2[C:10](=[CH:11][C:12]=1[O:13][CH3:14])[N:9]=[CH:8][N:7]=[C:6]2[O:15][C:16]1[CH:22]=[CH:21][C:19]([NH:20][C:30]([NH:40][CH2:39][CH2:38][N:37]([CH:41]([CH3:43])[CH3:42])[CH:34]([CH3:36])[CH3:35])=[S:31])=[CH:18][CH:17]=1, predict the reactants needed to synthesize it. The reactants are: [CH3:1][O:2][C:3]1[CH:4]=[C:5]2[C:10](=[CH:11][C:12]=1[O:13][CH3:14])[N:9]=[CH:8][N:7]=[C:6]2[O:15][C:16]1[CH:22]=[CH:21][C:19]([NH2:20])=[CH:18][CH:17]=1.C(N(CC)CC)C.[C:30](Cl)(Cl)=[S:31].[CH:34]([N:37]([CH:41]([CH3:43])[CH3:42])[CH2:38][CH2:39][NH2:40])([CH3:36])[CH3:35]. (2) Given the product [NH2:26][C:19]1[C:18]2[N:17]=[CH:16][N:15]([CH2:14][CH2:13][CH2:12][CH2:11][NH:10][C:7]([N:1]3[CH2:6][CH2:5][O:4][CH2:3][CH2:2]3)=[O:8])[C:23]=2[C:22]([CH3:24])=[C:21]([CH3:25])[N:20]=1, predict the reactants needed to synthesize it. The reactants are: [N:1]1([C:7](Cl)=[O:8])[CH2:6][CH2:5][O:4][CH2:3][CH2:2]1.[NH2:10][CH2:11][CH2:12][CH2:13][CH2:14][N:15]1[C:23]2[C:22]([CH3:24])=[C:21]([CH3:25])[N:20]=[C:19]([NH2:26])[C:18]=2[N:17]=[CH:16]1.[OH-].[Na+].[Cl-].[Na+]. (3) Given the product [CH3:29][C@@:30]([NH:43][NH2:44])([C:40]([OH:42])=[O:41])[CH2:31][C:32]1[CH:33]=[CH:34][C:35]([OH:39])=[C:36]([OH:38])[CH:37]=1, predict the reactants needed to synthesize it. The reactants are: C1C(C[C@H](N)C(O)=O)=CC(O)=C(O)C=1.C1C(C[C@H](N)C(O)=O)=CC(O)=C(O)C=1.[CH3:29][C@@:30]([NH:43][NH2:44])([C:40]([OH:42])=[O:41])[CH2:31][C:32]1[CH:33]=[CH:34][C:35]([OH:39])=[C:36]([OH:38])[CH:37]=1. (4) Given the product [CH3:11][C:8]1([CH3:12])[CH2:9][O:10][C:25](=[O:27])[N:7]1[CH2:6][C:5]1[CH:13]=[CH:14][CH:15]=[CH:16][C:4]=1[N+:1]([O-:3])=[O:2], predict the reactants needed to synthesize it. The reactants are: [N+:1]([C:4]1[CH:16]=[CH:15][CH:14]=[CH:13][C:5]=1[CH2:6][NH:7][C:8]([CH3:12])([CH3:11])[CH2:9][OH:10])([O-:3])=[O:2].C(N(CC)CC)C.Cl[C:25](Cl)([O:27]C(=O)OC(Cl)(Cl)Cl)Cl. (5) Given the product [CH3:12][O:11][C:9](=[O:10])[C:8]1[CH:13]=[C:4]([C:1](=[O:3])[CH3:2])[CH:5]=[CH:6][C:7]=1[O:14][CH2:17][C:16]#[CH:15], predict the reactants needed to synthesize it. The reactants are: [C:1]([C:4]1[CH:13]=[C:8]([C:9]([O:11][CH3:12])=[O:10])[C:7]([OH:14])=[CH:6][CH:5]=1)(=[O:3])[CH3:2].[CH2:15](N)[C:16]#[CH:17].C(OCC)(=O)C. (6) Given the product [Br:7][C:8]1[CH:9]=[C:10]([CH3:23])[C:11]([NH:14][CH2:15][CH2:16][N:17]2[CH2:18][CH2:19][CH2:20][CH2:21]2)=[N:12][CH:13]=1, predict the reactants needed to synthesize it. The reactants are: [H-].[H-].[H-].[H-].[Li+].[Al+3].[Br:7][C:8]1[CH:9]=[C:10]([CH3:23])[C:11]([NH:14][C:15](=O)[CH2:16][N:17]2[CH2:21][CH2:20][CH2:19][CH2:18]2)=[N:12][CH:13]=1.[OH-].[Na+].C([O-])([O-])=O.[K+].[K+].